This data is from Reaction yield outcomes from USPTO patents with 853,638 reactions. The task is: Predict the reaction yield, written as a fraction of the theoretical maximum amount of product (1.0 means a 100% yield; for example, 0.34 means a 34% yield). (1) The reactants are ClC1C=CC(C(=O)CC(=O)C(F)(F)F)=CC=1.NC1C=CNN=1.[Cl:23][C:24]1[CH:29]=[CH:28][C:27]([C:30]2[CH:35]=[C:34]([C:36]([F:39])([F:38])[F:37])[N:33]3[N:40]=[CH:41][CH:42]=[C:32]3[N:31]=2)=[CH:26][CH:25]=1.C([O-])(=O)C.[Na+].[I:48]Cl. The catalyst is C(O)(=O)C.O.CCOC(C)=O. The product is [Cl:23][C:24]1[CH:29]=[CH:28][C:27]([C:30]2[CH:35]=[C:34]([C:36]([F:37])([F:39])[F:38])[N:33]3[N:40]=[CH:41][C:42]([I:48])=[C:32]3[N:31]=2)=[CH:26][CH:25]=1. The yield is 0.980. (2) The reactants are C([O:3][C:4](=[O:31])[CH2:5][CH2:6][CH2:7][CH2:8][CH2:9][N:10]1[CH2:15][CH2:14][O:13][C@@H:12]([CH2:16][NH:17][C:18](=[O:30])[C:19]2[CH:24]=[C:23]([Cl:25])[C:22]([NH2:26])=[CH:21][C:20]=2[O:27][CH2:28][CH3:29])[CH2:11]1)C.[OH-].[Na+].C(O)(=O)C. The catalyst is CO. The product is [NH2:26][C:22]1[C:23]([Cl:25])=[CH:24][C:19]([C:18]([NH:17][CH2:16][C@H:12]2[CH2:11][N:10]([CH2:9][CH2:8][CH2:7][CH2:6][CH2:5][C:4]([OH:31])=[O:3])[CH2:15][CH2:14][O:13]2)=[O:30])=[C:20]([O:27][CH2:28][CH3:29])[CH:21]=1. The yield is 0.360. (3) The reactants are [C:1]1([CH3:11])[CH:6]=CC(S(O)(=O)=O)=[CH:3][CH:2]=1.[C:12](=O)(O)[O-].[Na+].[CH3:17][C:18]([CH3:20])=[O:19]. The catalyst is O. The product is [C:2](=[C:1]1[CH2:11][CH2:20][C:18](=[O:19])[CH2:17][CH2:6]1)([CH3:12])[CH3:3]. The yield is 0.920. (4) The reactants are [C:1](O[BH-](OC(=O)C)OC(=O)C)(=O)[CH3:2].[Na+].[CH2:15]([O:22][C:23](=[O:45])[C:24]([NH:37][C:38]([O:40][C:41]([CH3:44])([CH3:43])[CH3:42])=[O:39])([NH:29][C:30]([O:32][C:33]([CH3:36])([CH3:35])[CH3:34])=[O:31])[CH2:25]CC=O)[C:16]1[CH:21]=[CH:20][CH:19]=[CH:18][CH:17]=1.Cl.[CH2:47]([O:49][C:50](=[O:54])[C@H:51]([CH3:53])[NH2:52])[CH3:48].[Cl-].[NH4+]. The catalyst is ClCCl. The product is [CH2:15]([O:22][C:23](=[O:45])[C:24]([NH:29][C:30]([O:32][C:33]([CH3:36])([CH3:34])[CH3:35])=[O:31])([NH:37][C:38]([O:40][C:41]([CH3:42])([CH3:43])[CH3:44])=[O:39])[CH2:25][CH2:1][CH2:2][NH:52][CH:51]([C:50]([O:49][CH2:47][CH3:48])=[O:54])[CH3:53])[C:16]1[CH:21]=[CH:20][CH:19]=[CH:18][CH:17]=1. The yield is 0.410. (5) The reactants are [Cl:1][C:2]1[CH:7]=[CH:6][C:5]([C:8]2[C:15]3[C:14](=[O:16])[N:13]=[C:12]([C:17]4[CH:22]=[CH:21][C:20]([Cl:23])=[CH:19][CH:18]=4)[C:11]=3[C:10](=[O:24])[N:9]=2)=[CH:4][CH:3]=1.[C:25]([O:35]C([O-])=O)(=O)[O:26][CH:27]([CH2:31][CH2:32][CH3:33])[CH2:28][CH2:29][CH3:30]. The catalyst is CN(C)C1C=CN=CC=1.O1CCCC1. The product is [CH3:30][CH2:29][CH2:28][CH:27]([O:26][C:25]([N:13]1[C:12]([C:17]2[CH:22]=[CH:21][C:20]([Cl:23])=[CH:19][CH:18]=2)=[C:11]2[C:15](=[C:8]([C:5]3[CH:4]=[CH:3][C:2]([Cl:1])=[CH:7][CH:6]=3)[N:9]([C:25]([O:26][CH:27]([CH2:28][CH2:29][CH3:30])[CH2:31][CH2:32][CH3:33])=[O:35])[C:10]2=[O:24])[C:14]1=[O:16])=[O:35])[CH2:31][CH2:32][CH3:33]. The yield is 0.490. (6) The reactants are Cl.[O:2]([NH2:4])[CH3:3].[Br:5][C:6]1[N:7]=[CH:8][C:9]([NH:12][C:13](=[O:34])[CH:14]([C:23]2[CH:28]=[CH:27][C:26]([S:29]([CH3:32])(=[O:31])=[O:30])=[C:25]([Cl:33])[CH:24]=2)[CH2:15][CH:16]2[CH2:21][CH2:20][C:19](=O)[CH2:18][CH2:17]2)=[N:10][CH:11]=1. The catalyst is CO.N1C=CC=CC=1. The product is [Br:5][C:6]1[N:7]=[CH:8][C:9]([NH:12][C:13](=[O:34])[CH:14]([C:23]2[CH:28]=[CH:27][C:26]([S:29]([CH3:32])(=[O:30])=[O:31])=[C:25]([Cl:33])[CH:24]=2)[CH2:15][CH:16]2[CH2:21][CH2:20][C:19](=[N:4][O:2][CH3:3])[CH2:18][CH2:17]2)=[N:10][CH:11]=1. The yield is 0.800. (7) The reactants are [C:1]([N:4]1[C:13]2[C:8](=[CH:9][C:10](Br)=[CH:11][CH:12]=2)[C@H:7]([NH:15][C:16](=[O:25])[O:17][CH2:18][C:19]2[CH:24]=[CH:23][CH:22]=[CH:21][CH:20]=2)[C@@H:6]([CH3:26])[C@@H:5]1[CH:27]1[CH2:29][CH2:28]1)(=[O:3])[CH3:2].B([C:33]1[CH:41]=[CH:40][C:36]([C:37]([OH:39])=[O:38])=[CH:35][CH:34]=1)(O)O.P([O-])([O-])([O-])=O.[K+].[K+].[K+].CC(C1C=C(C(C)C)C(C2C=CC=CC=2P(C2CCCCC2)C2CCCCC2)=C(C(C)C)C=1)C. The catalyst is C(O)CCC.C1C=CC(/C=C/C(/C=C/C2C=CC=CC=2)=O)=CC=1.C1C=CC(/C=C/C(/C=C/C2C=CC=CC=2)=O)=CC=1.C1C=CC(/C=C/C(/C=C/C2C=CC=CC=2)=O)=CC=1.[Pd].[Pd]. The product is [C:1]([N:4]1[C:13]2[C:8](=[CH:9][C:10]([C:33]3[CH:41]=[CH:40][C:36]([C:37]([OH:39])=[O:38])=[CH:35][CH:34]=3)=[CH:11][CH:12]=2)[C@H:7]([NH:15][C:16]([O:17][CH2:18][C:19]2[CH:24]=[CH:23][CH:22]=[CH:21][CH:20]=2)=[O:25])[C@@H:6]([CH3:26])[C@@H:5]1[CH:27]1[CH2:29][CH2:28]1)(=[O:3])[CH3:2]. The yield is 0.320. (8) The reactants are [CH3:1][N:2]([CH3:10])[C:3]1[CH:4]=[C:5]([OH:9])[CH:6]=[CH:7][CH:8]=1.C([O:13][C:14](=O)[C:15]([C:28]#[N:29])=[CH:16][C:17]1[CH:22]=[C:21]([O:23][CH3:24])[C:20]([O:25][CH3:26])=[C:19]([Br:27])[CH:18]=1)C. No catalyst specified. The product is [C:28]([C:15]1[C:14](=[O:13])[O:9][C:5]2[C:6]([C:16]=1[C:17]1[CH:22]=[C:21]([O:23][CH3:24])[C:20]([O:25][CH3:26])=[C:19]([Br:27])[CH:18]=1)=[CH:7][CH:8]=[C:3]([N:2]([CH3:10])[CH3:1])[CH:4]=2)#[N:29]. The yield is 0.00500.